This data is from Full USPTO retrosynthesis dataset with 1.9M reactions from patents (1976-2016). The task is: Predict the reactants needed to synthesize the given product. Given the product [CH3:20][O:21][C:22]1[CH:23]=[C:24]2[C:29](=[CH:30][C:31]=1[C:2]1[N:7]=[N:6][C:5]([N:8]([CH3:19])[CH:9]3[CH2:14][C:13]([CH3:16])([CH3:15])[NH:12][C:11]([CH3:18])([CH3:17])[CH2:10]3)=[CH:4][CH:3]=1)[N:28]=[C:27]([CH3:35])[CH:26]=[CH:25]2, predict the reactants needed to synthesize it. The reactants are: Cl[C:2]1[N:7]=[N:6][C:5]([N:8]([CH3:19])[CH:9]2[CH2:14][C:13]([CH3:16])([CH3:15])[NH:12][C:11]([CH3:18])([CH3:17])[CH2:10]2)=[CH:4][CH:3]=1.[CH3:20][O:21][C:22]1[CH:23]=[C:24]2[C:29](=[CH:30][C:31]=1B(O)O)[N:28]=[C:27]([CH3:35])[CH:26]=[CH:25]2.